Dataset: Reaction yield outcomes from USPTO patents with 853,638 reactions. Task: Predict the reaction yield, written as a fraction of the theoretical maximum amount of product (1.0 means a 100% yield; for example, 0.34 means a 34% yield). (1) The yield is 0.250. The reactants are [CH2:1]([O:3][C:4]([C@@H:6]1[CH2:11][CH2:10][CH2:9][C@H:8](C(O)=O)[CH2:7]1)=[O:5])[CH3:2].C([N:17]([CH2:20]C)CC)C.C1C=CC(P(N=[N+]=[N-])(C2C=CC=CC=2)=[O:29])=CC=1.[CH2:39]([OH:46])[C:40]1[CH:45]=[CH:44][CH:43]=[CH:42][CH:41]=1. The catalyst is C1(C)C=CC=CC=1.O.CCOC(C)=O. The product is [CH2:39]([O:46][C:20]([NH:17][C@H:8]1[CH2:9][CH2:10][CH2:11][C@@H:6]([C:4]([O:3][CH2:1][CH3:2])=[O:5])[CH2:7]1)=[O:29])[C:40]1[CH:45]=[CH:44][CH:43]=[CH:42][CH:41]=1. (2) The yield is 0.880. The reactants are [C:1]([C:3]1[C:12]2[CH2:11][C:10]([CH3:14])([CH3:13])[CH2:9][CH2:8][C:7]=2[C:6]([O:15][CH3:16])=[N:5][C:4]=1[O:17][CH2:18][C:19]([O:21][CH2:22][CH3:23])=[O:20])#[N:2].[O-]CC.[Na+]. The product is [NH2:2][C:1]1[C:3]2[C:12]3[CH2:11][C:10]([CH3:13])([CH3:14])[CH2:9][CH2:8][C:7]=3[C:6]([O:15][CH3:16])=[N:5][C:4]=2[O:17][C:18]=1[C:19]([O:21][CH2:22][CH3:23])=[O:20]. The catalyst is C(O)C. (3) The reactants are Br[C:2]1[CH:3]=[C:4]([NH:9][S:10]([C:13]2[CH:18]=[CH:17][CH:16]=[CH:15][CH:14]=2)(=[O:12])=[O:11])[C:5]([Cl:8])=[N:6][CH:7]=1.[N:19]1[CH:24]=[CH:23][C:22]([C:25]2[C:26]3[CH2:34][NH:33][CH2:32][CH2:31][C:27]=3[N:28]=[CH:29][N:30]=2)=[CH:21][CH:20]=1.CC(C)([O-])C.[Na+].CC(C1C=C(C(C)C)C(C2C=CC=CC=2P(C2CCCCC2)C2CCCCC2)=C(C(C)C)C=1)C.Cl. The catalyst is CC([O-])=O.CC([O-])=O.[Pd+2].CC(O)(C)C.C1(C)C=CC=CC=1. The product is [Cl:8][C:5]1[C:4]([NH:9][S:10]([C:13]2[CH:18]=[CH:17][CH:16]=[CH:15][CH:14]=2)(=[O:12])=[O:11])=[CH:3][C:2]([N:33]2[CH2:32][CH2:31][C:27]3[N:28]=[CH:29][N:30]=[C:25]([C:22]4[CH:21]=[CH:20][N:19]=[CH:24][CH:23]=4)[C:26]=3[CH2:34]2)=[CH:7][N:6]=1. The yield is 0.109. (4) The reactants are C([N:8]1[CH2:13][CH2:12][N:11](CC2C=CC=CC=2)[CH2:10][C@@H:9]1[CH2:21][CH2:22][C:23]1[CH:28]=[CH:27][C:26]([C:29]([F:32])([F:31])[F:30])=[CH:25][CH:24]=1)C1C=CC=CC=1.C([O-])=O.[NH4+]. The catalyst is [Pd].C(O)C. The product is [F:32][C:29]([F:30])([F:31])[C:26]1[CH:27]=[CH:28][C:23]([CH2:22][CH2:21][C@H:9]2[CH2:10][NH:11][CH2:12][CH2:13][NH:8]2)=[CH:24][CH:25]=1. The yield is 0.930. (5) The reactants are [CH3:1][C:2]1[CH:10]=[CH:9][C:8]([N+:11]([O-:13])=[O:12])=[CH:7][C:3]=1[C:4]([OH:6])=[O:5].S(=O)(=O)(O)O.[CH3:19]O. No catalyst specified. The product is [CH3:1][C:2]1[CH:10]=[CH:9][C:8]([N+:11]([O-:13])=[O:12])=[CH:7][C:3]=1[C:4]([O:6][CH3:19])=[O:5]. The yield is 0.740.